From a dataset of Reaction yield outcomes from USPTO patents with 853,638 reactions. Predict the reaction yield, written as a fraction of the theoretical maximum amount of product (1.0 means a 100% yield; for example, 0.34 means a 34% yield). (1) The reactants are [Br:1][C:2]1[CH:7]=[CH:6][C:5]([NH:8][C:9]2[C:10]([C:17]([OH:19])=O)=[CH:11][N:12]([CH3:16])[C:13](=[O:15])[CH:14]=2)=[C:4]([F:20])[CH:3]=1.CCN=C=NCCCN(C)C.C1C=CC2N(O)N=NC=2C=1.[CH:42]([O:44][CH2:45][CH2:46][O:47][NH2:48])=[CH2:43].CCN(CC)CC. The catalyst is CN(C=O)C.CCOC(C)=O. The product is [CH:42]([O:44][CH2:45][CH2:46][O:47][NH:48][C:17]([C:10]1[C:9]([NH:8][C:5]2[CH:6]=[CH:7][C:2]([Br:1])=[CH:3][C:4]=2[F:20])=[CH:14][C:13](=[O:15])[N:12]([CH3:16])[CH:11]=1)=[O:19])=[CH2:43]. The yield is 0.520. (2) The reactants are [Br:1][C:2]1[CH:3]=[C:4]([CH2:13][C@@H:14]([CH2:19][C:20]([O:22][CH3:23])=[O:21])[C:15]([O:17]C)=O)[C:5]([CH2:11]Cl)=[C:6]2[C:10]=1[NH:9][N:8]=[CH:7]2.[CH3:24][O:25][CH2:26][CH2:27][NH2:28].COC(=O)C[C@H]1C(=O)N(CC2CC2)CC2C3C=NNC=3C(Br)=CC=2C1. No catalyst specified. The product is [CH3:23][O:22][C:20](=[O:21])[CH2:19][C@H:14]1[C:15](=[O:17])[N:28]([CH2:27][CH2:26][O:25][CH3:24])[CH2:11][C:5]2[C:6]3[CH:7]=[N:8][NH:9][C:10]=3[C:2]([Br:1])=[CH:3][C:4]=2[CH2:13]1. The yield is 0.660. (3) The reactants are [CH3:1][C:2]1[CH:3]=[CH:4][C:5]([N+:9]([O-:11])=[O:10])=[C:6]([OH:8])[CH:7]=1.C([O-])([O-])=O.[K+].[K+].[CH2:18](I)[CH3:19]. The catalyst is CC(C)=O. The product is [CH2:18]([O:8][C:6]1[CH:7]=[C:2]([CH3:1])[CH:3]=[CH:4][C:5]=1[N+:9]([O-:11])=[O:10])[CH3:19]. The yield is 0.850. (4) The reactants are [F:1][C:2]1[CH:50]=[CH:49][C:5]([C:6]([N:8](C(=O)C2C=CC(F)=CC=2)[C:9]2[N:13]([C@H:14]3[CH2:19][CH2:18][C@@H:17]([C:20](=[O:25])[NH:21][CH:22]([CH3:24])[CH3:23])[CH2:16][CH2:15]3)[C:12]3[CH:26]=[C:27]([O:30][CH2:31][C:32]4[CH:37]=[CH:36][C:35]([O:38][CH3:39])=[CH:34][CH:33]=4)[CH:28]=[CH:29][C:11]=3[N:10]=2)=[O:7])=[CH:4][CH:3]=1.O1CCOCC1.[OH-].[Na+]. The catalyst is CO. The product is [F:1][C:2]1[CH:3]=[CH:4][C:5]([C:6]([NH:8][C:9]2[N:13]([C@H:14]3[CH2:19][CH2:18][C@@H:17]([C:20](=[O:25])[NH:21][CH:22]([CH3:24])[CH3:23])[CH2:16][CH2:15]3)[C:12]3[CH:26]=[C:27]([O:30][CH2:31][C:32]4[CH:33]=[CH:34][C:35]([O:38][CH3:39])=[CH:36][CH:37]=4)[CH:28]=[CH:29][C:11]=3[N:10]=2)=[O:7])=[CH:49][CH:50]=1. The yield is 0.760. (5) The reactants are C([O:8][C:9]1[C:14](=[O:15])[CH:13]=[CH:12][O:11][C:10]=1[CH:16]([NH:53][C:54](=[O:62])[C:55]1[CH:60]=[CH:59][CH:58]=[CH:57][C:56]=1[CH3:61])[CH2:17][C:18]([C:38]1[O:39][CH:40]=[CH:41][C:42](=[O:52])[C:43]=1[O:44]CC1C=CC=CC=1)([C:23]1[O:24][CH:25]=[CH:26][C:27](=[O:37])[C:28]=1[O:29]CC1C=CC=CC=1)[NH:19][C:20]([OH:22])=[O:21])C1C=CC=CC=1. The catalyst is C(O)(=O)C.Cl. The product is [OH:8][C:9]1[C:14](=[O:15])[CH:13]=[CH:12][O:11][C:10]=1[CH:16]([NH:53][C:54](=[O:62])[C:55]1[CH:60]=[CH:59][CH:58]=[CH:57][C:56]=1[CH3:61])[CH2:17][C:18]([C:23]1[O:24][CH:25]=[CH:26][C:27](=[O:37])[C:28]=1[OH:29])([C:38]1[O:39][CH:40]=[CH:41][C:42](=[O:52])[C:43]=1[OH:44])[NH:19][C:20]([OH:22])=[O:21]. The yield is 0.900. (6) The reactants are [OH:1][C:2]1[C:3]([NH:12][C:13](=[O:15])[CH3:14])=[CH:4][C:5]2[C:10]([CH:11]=1)=[CH:9][CH:8]=[CH:7][CH:6]=2.I[CH2:17][CH2:18][CH3:19].C(=O)([O-])[O-].[K+].[K+]. The catalyst is C(#N)C. The product is [CH2:17]([O:1][C:2]1[C:3]([NH:12][C:13](=[O:15])[CH3:14])=[CH:4][C:5]2[C:10]([CH:11]=1)=[CH:9][CH:8]=[CH:7][CH:6]=2)[CH2:18][CH3:19]. The yield is 0.960. (7) The reactants are [NH2:1][C:2]1[C:7]2[N:8]([CH3:12])[C:9](=[O:11])[NH:10][C:6]=2[CH:5]=[CH:4][CH:3]=1.C1(C2C=CC=CC=2)C=CC=CC=1P(C1CCCCC1)C1CCCCC1.CC(C)([O-])C.[Na+].Br[C:45]1[CH:50]=[CH:49][C:48]([O:51][CH3:52])=[CH:47][CH:46]=1. The catalyst is C1COCC1.C(OCC)(=O)C. The product is [CH3:52][O:51][C:48]1[CH:49]=[CH:50][C:45]([NH:1][C:2]2[C:7]3[N:8]([CH3:12])[C:9](=[O:11])[NH:10][C:6]=3[CH:5]=[CH:4][CH:3]=2)=[CH:46][CH:47]=1. The yield is 0.420. (8) The reactants are [C:1]1([C:7]([C:37]2[CH:42]=[CH:41][CH:40]=[CH:39][CH:38]=2)([CH:9]2[CH2:14][CH2:13][N:12]([CH2:15][CH2:16][C:17]3[CH:22]=[CH:21][C:20]([C:23]4([CH2:27]S(C5C=CC=CC=5)(=O)=O)[CH2:26][O:25][CH2:24]4)=[CH:19][CH:18]=3)[CH2:11][CH2:10]2)[OH:8])[CH:6]=[CH:5][CH:4]=[CH:3][CH:2]=1.[Mg]. The catalyst is CO. The product is [CH3:27][C:23]1([C:20]2[CH:19]=[CH:18][C:17]([CH2:16][CH2:15][N:12]3[CH2:11][CH2:10][CH:9]([C:7]([C:1]4[CH:2]=[CH:3][CH:4]=[CH:5][CH:6]=4)([C:37]4[CH:38]=[CH:39][CH:40]=[CH:41][CH:42]=4)[OH:8])[CH2:14][CH2:13]3)=[CH:22][CH:21]=2)[CH2:26][O:25][CH2:24]1. The yield is 0.247.